Dataset: Reaction yield outcomes from USPTO patents with 853,638 reactions. Task: Predict the reaction yield, written as a fraction of the theoretical maximum amount of product (1.0 means a 100% yield; for example, 0.34 means a 34% yield). (1) The reactants are [NH2:1][C:2]1[CH:3]=[C:4]2[C:20](=[O:21])[NH:19][N:18]=[CH:17][C:6]3=[C:7]([C:11]4[CH:16]=[CH:15][CH:14]=[CH:13][CH:12]=4)[NH:8][C:9]([CH:10]=1)=[C:5]23.[F:22][C:23]([F:34])([F:33])[C:24]1[CH:32]=[CH:31][CH:30]=[CH:29][C:25]=1[C:26](O)=[O:27].C(N(CC)CC)C.F[P-](F)(F)(F)(F)F.N1(OC(N(C)C)=[N+](C)C)C2N=CC=CC=2N=N1. The catalyst is C(Cl)Cl.CO.CN(C)C=O. The product is [O:21]=[C:20]1[C:4]2[C:5]3[C:6](=[C:7]([C:11]4[CH:12]=[CH:13][CH:14]=[CH:15][CH:16]=4)[NH:8][C:9]=3[CH:10]=[C:2]([NH:1][C:26](=[O:27])[C:25]3[CH:29]=[CH:30][CH:31]=[CH:32][C:24]=3[C:23]([F:22])([F:33])[F:34])[CH:3]=2)[CH:17]=[N:18][NH:19]1. The yield is 0.460. (2) The reactants are [Br:1][C:2]1[CH:7]=[C:6]([C:8]([CH3:11])([CH3:10])[CH3:9])[CH:5]=[CH:4][C:3]=1[NH2:12].[N+:13]([O-])([O-:15])=[O:14].[K+]. The catalyst is OS(O)(=O)=O. The product is [Br:1][C:2]1[CH:7]=[C:6]([C:8]([CH3:9])([CH3:11])[CH3:10])[C:5]([N+:13]([O-:15])=[O:14])=[CH:4][C:3]=1[NH2:12]. The yield is 0.780. (3) The reactants are [CH2:1]([NH:8][C:9]([C@H:11]1[CH2:16][CH2:15][C@H:14]([O:17][C:18]2[C:19]([CH3:28])=[C:20]([CH:24]=[C:25]([Cl:27])[CH:26]=2)[C:21](O)=[O:22])[CH2:13][CH2:12]1)=[O:10])[C:2]1[CH:7]=[CH:6][CH:5]=[CH:4][CH:3]=1.Cl.[NH2:30][CH2:31][C:32]1[C:37](=[O:38])[CH:36]=[C:35]([CH3:39])[NH:34][C:33]=1[CH3:40].C(Cl)CCl.C1C=NC2N(O)N=NC=2C=1.CN1CCOCC1.C([O-])(O)=O.[Na+]. The catalyst is O.CN(C)C=O. The product is [CH2:1]([NH:8][C:9]([C@H:11]1[CH2:12][CH2:13][C@H:14]([O:17][C:18]2[C:19]([CH3:28])=[C:20]([CH:24]=[C:25]([Cl:27])[CH:26]=2)[C:21]([NH:30][CH2:31][C:32]2[C:37](=[O:38])[CH:36]=[C:35]([CH3:39])[NH:34][C:33]=2[CH3:40])=[O:22])[CH2:15][CH2:16]1)=[O:10])[C:2]1[CH:3]=[CH:4][CH:5]=[CH:6][CH:7]=1. The yield is 0.577. (4) The reactants are [Cl:1][C:2]1[C:7]([C:8]([F:11])([F:10])[F:9])=[CH:6][C:5]([N+:12]([O-])=O)=[CH:4][N:3]=1. The catalyst is [Fe]. The product is [NH2:12][C:5]1[CH:6]=[C:7]([C:8]([F:11])([F:10])[F:9])[C:2]([Cl:1])=[N:3][CH:4]=1. The yield is 0.730. (5) The reactants are [F:1][C:2]1[CH:3]=[CH:4][C:5]2[O:11][CH2:10][CH2:9][N:8]3[CH:12]=[C:13]([C:15]([NH2:17])=O)[N:14]=[C:7]3[C:6]=2[CH:18]=1.CO[C:21](OC)([N:23](C)C)[CH3:22].C1(C)C=CC=CC=1.Cl.[CH:36]([NH:39]N)([CH3:38])[CH3:37]. No catalyst specified. The product is [F:1][C:2]1[CH:3]=[CH:4][C:5]2[O:11][CH2:10][CH2:9][N:8]3[CH:12]=[C:13]([C:15]4[N:39]([CH:36]([CH3:38])[CH3:37])[N:23]=[C:21]([CH3:22])[N:17]=4)[N:14]=[C:7]3[C:6]=2[CH:18]=1. The yield is 0.260. (6) The reactants are [NH:1]1[C:10]2[C:5](=[CH:6][CH:7]=[CH:8][CH:9]=2)[CH2:4][CH2:3][CH2:2]1.[N+:11]([O-])([O-:13])=[O:12].[K+].C([O-])(O)=O.[Na+]. The catalyst is OS(O)(=O)=O. The product is [N+:11]([C:8]1[CH:9]=[C:10]2[C:5]([CH2:4][CH2:3][CH2:2][NH:1]2)=[CH:6][CH:7]=1)([O-:13])=[O:12]. The yield is 0.250.